This data is from Catalyst prediction with 721,799 reactions and 888 catalyst types from USPTO. The task is: Predict which catalyst facilitates the given reaction. (1) Reactant: [C:1]1([CH:7]([C:19]2[CH:24]=[CH:23][CH:22]=[CH:21][CH:20]=2)[O:8][CH:9]2[CH2:14][CH2:13][N:12]([CH2:15][CH2:16][CH2:17][NH2:18])[CH2:11][CH2:10]2)[CH:6]=[CH:5][CH:4]=[CH:3][CH:2]=1.Cl[C:26]1[CH:27]=[CH:28][C:29]2[N:30]([C:32]([C:35]([O:37][CH2:38][CH3:39])=[O:36])=[N:33][N:34]=2)[N:31]=1.C(N(C(C)C)C(C)C)C. Product: [C:19]1([CH:7]([C:1]2[CH:2]=[CH:3][CH:4]=[CH:5][CH:6]=2)[O:8][CH:9]2[CH2:14][CH2:13][N:12]([CH2:15][CH2:16][CH2:17][NH:18][C:26]3[CH:27]=[CH:28][C:29]4[N:30]([C:32]([C:35]([O:37][CH2:38][CH3:39])=[O:36])=[N:33][N:34]=4)[N:31]=3)[CH2:11][CH2:10]2)[CH:24]=[CH:23][CH:22]=[CH:21][CH:20]=1. The catalyst class is: 391. (2) Reactant: [C:1]([C:3]1[CH:4]=[N:5][N:6]([CH2:8][CH2:9][CH2:10][O:11][C:12]2[CH:46]=[CH:45][C:15]([CH2:16][CH2:17][C:18]3[CH:23]=[CH:22][C:21]([F:24])=[CH:20][C:19]=3[C:25]3[N:30]=[C:29]([N:31]4[C:35]([C:36]([F:39])([F:38])[F:37])=[C:34]([C:40]([O:42]CC)=[O:41])[CH:33]=[N:32]4)[CH:28]=[CH:27][CH:26]=3)=[C:14]([CH3:47])[CH:13]=2)[CH:7]=1)#[N:2].[OH-].[Na+]. Product: [C:1]([C:3]1[CH:4]=[N:5][N:6]([CH2:8][CH2:9][CH2:10][O:11][C:12]2[CH:46]=[CH:45][C:15]([CH2:16][CH2:17][C:18]3[CH:23]=[CH:22][C:21]([F:24])=[CH:20][C:19]=3[C:25]3[N:30]=[C:29]([N:31]4[C:35]([C:36]([F:37])([F:39])[F:38])=[C:34]([C:40]([OH:42])=[O:41])[CH:33]=[N:32]4)[CH:28]=[CH:27][CH:26]=3)=[C:14]([CH3:47])[CH:13]=2)[CH:7]=1)#[N:2]. The catalyst class is: 40. (3) Reactant: [C:1]([O:4][C@H:5]1[C@@H:11]([O:12][C:13](=[O:15])[CH3:14])[C@H:10]([O:16][C:17](=[O:19])[CH3:18])[C@@H:9]([CH2:20][O:21][C:22](=[O:24])[CH3:23])[O:8][C@@H:6]1[OH:7])(=[O:3])[CH3:2].[Cl:25][C:26]([Cl:30])([Cl:29])[C:27]#[N:28].C(=O)([O-])[O-].[Cs+].[Cs+]. Product: [Cl:25][C:26]([Cl:30])([Cl:29])[C:27](=[NH:28])[O:7][C@H:6]1[O:8][C@H:9]([CH2:20][O:21][C:22](=[O:24])[CH3:23])[C@@H:10]([O:16][C:17](=[O:19])[CH3:18])[C@H:11]([O:12][C:13](=[O:15])[CH3:14])[C@@H:5]1[O:4][C:1](=[O:3])[CH3:2]. The catalyst class is: 4. (4) Reactant: [CH3:1][O:2][C:3]1[CH:27]=[CH:26][C:6]2[N:7]=[C:8]([N:10]3[C:14](=[O:15])[CH:13]=[C:12]([C:16]4[CH:21]=[CH:20][CH:19]=[C:18]([C:22]([F:25])([F:24])[F:23])[CH:17]=4)[NH:11]3)[S:9][C:5]=2[CH:4]=1.CO[CH:30](OC)[N:31]([CH3:33])[CH3:32].C(OCC)C. Product: [CH3:1][O:2][C:3]1[CH:27]=[CH:26][C:6]2[N:7]=[C:8]([N:10]3[C:14](=[O:15])[C:13](=[CH:30][N:31]([CH3:33])[CH3:32])[C:12]([C:16]4[CH:21]=[CH:20][CH:19]=[C:18]([C:22]([F:25])([F:23])[F:24])[CH:17]=4)=[N:11]3)[S:9][C:5]=2[CH:4]=1. The catalyst class is: 1. (5) Reactant: [C:1]([C:3]([C:22]#[N:23])([CH2:16][CH2:17][C:18]([F:21])([F:20])[F:19])[CH2:4][C@@H:5]1[CH2:10][CH2:9][CH2:8][C@H:7]([C:11](OCC)=[O:12])[CH2:6]1)#[N:2].[H-].C([Al+]CC(C)C)C(C)C.[Cl-].[Na+]. Product: [CH:11]([C@@H:7]1[CH2:8][CH2:9][CH2:10][C@H:5]([CH2:4][C:3]([CH2:16][CH2:17][C:18]([F:19])([F:20])[F:21])([C:1]#[N:2])[C:22]#[N:23])[CH2:6]1)=[O:12].[OH:12][CH2:11][C@@H:7]1[CH2:8][CH2:9][CH2:10][C@H:5]([CH2:4][C:3]([CH2:16][CH2:17][C:18]([F:19])([F:20])[F:21])([C:1]#[N:2])[C:22]#[N:23])[CH2:6]1. The catalyst class is: 188. (6) Reactant: Cl.[NH:2]1[CH2:7][CH2:6][CH:5]([CH2:8][CH2:9][CH2:10][N:11]2[CH2:21][C:20]3[N:22]4[C:13](=[CH:14][N:15]=[C:16]4[CH:17]=[CH:18][CH:19]=3)[C:12]2=[O:23])[CH2:4][CH2:3]1.C1CCN2C(=NCCC2)CC1.C(N(CC)CC)C.C1C=CC(N([S:49]([C:52]([F:55])([F:54])[F:53])(=[O:51])=[O:50])[S:49]([C:52]([F:55])([F:54])[F:53])(=[O:51])=[O:50])=CC=1. The catalyst class is: 10. Product: [F:53][C:52]([F:55])([F:54])[S:49]([N:2]1[CH2:7][CH2:6][CH:5]([CH2:8][CH2:9][CH2:10][N:11]2[CH2:21][C:20]3[N:22]4[C:13](=[CH:14][N:15]=[C:16]4[CH:17]=[CH:18][CH:19]=3)[C:12]2=[O:23])[CH2:4][CH2:3]1)(=[O:51])=[O:50]. (7) Reactant: C1(C)C=CC(S([NH:10][N:11]=[CH:12][C:13](Cl)=[O:14])(=O)=O)=CC=1.[F:17][C:18]1[CH:19]=[C:20]([NH:29][C:30](=[O:35])[O:31][CH:32]([CH3:34])[CH3:33])[CH:21]=[C:22]([F:28])[C:23]=1/[CH:24]=[CH:25]/[CH2:26][OH:27].CN(C)C1C=CC=CC=1.C(N(CC)CC)C. Product: [N+:11](=[CH:12][C:13]([O:27][CH2:26]/[CH:25]=[CH:24]/[C:23]1[C:18]([F:17])=[CH:19][C:20]([NH:29][C:30]([O:31][CH:32]([CH3:33])[CH3:34])=[O:35])=[CH:21][C:22]=1[F:28])=[O:14])=[N-:10]. The catalyst class is: 4. (8) Reactant: [CH3:1][C:2]([C:4]1[CH:9]=[C:8]([O:10][C:11]([CH3:13])=[O:12])[CH:7]=[C:6]([O:14][C:15]([CH3:17])=[O:16])[CH:5]=1)=[O:3]. Product: [OH:3][CH:2]([C:4]1[CH:9]=[C:8]([O:10][C:11](=[O:12])[CH3:13])[CH:7]=[C:6]([O:14][C:15](=[O:16])[CH3:17])[CH:5]=1)[CH3:1]. The catalyst class is: 43.